This data is from Reaction yield outcomes from USPTO patents with 853,638 reactions. The task is: Predict the reaction yield, written as a fraction of the theoretical maximum amount of product (1.0 means a 100% yield; for example, 0.34 means a 34% yield). (1) The reactants are [CH3:1][Si:2]([CH3:27])([CH3:26])[C:3]1[S:4][C:5]([C:8]23[CH2:15][N:14]([C:16]([O:18][CH2:19][C:20]4[CH:25]=[CH:24][CH:23]=[CH:22][CH:21]=4)=[O:17])[CH2:13][C@@H:12]2[CH2:11][O:10][NH:9]3)=[CH:6][N:7]=1.[C:28]([N:36]=[C:37]=[S:38])(=[O:35])[C:29]1[CH:34]=[CH:33][CH:32]=[CH:31][CH:30]=1. The catalyst is C1COCC1. The product is [C:28]([NH:36][C:37]([N:9]1[C:8]2([C:5]3[S:4][C:3]([Si:2]([CH3:27])([CH3:26])[CH3:1])=[N:7][CH:6]=3)[CH2:15][N:14]([C:16]([O:18][CH2:19][C:20]3[CH:25]=[CH:24][CH:23]=[CH:22][CH:21]=3)=[O:17])[CH2:13][CH:12]2[CH2:11][O:10]1)=[S:38])(=[O:35])[C:29]1[CH:34]=[CH:33][CH:32]=[CH:31][CH:30]=1. The yield is 0.670. (2) The product is [NH2:3][C@:2]([CH3:1])([CH2:8][CH2:9][C:10]1[NH:11][C:12]([C:15](=[O:26])[CH2:16][CH2:17][CH2:18][CH2:19][C:20]2[CH:21]=[CH:22][CH:23]=[CH:24][CH:25]=2)=[CH:13][CH:14]=1)[CH2:6][OH:5]. The yield is 0.790. The reactants are [CH3:1][C@@:2]1([CH2:8][CH2:9][C:10]2[NH:11][C:12]([C:15](=[O:26])[CH2:16][CH2:17][CH2:18][CH2:19][C:20]3[CH:25]=[CH:24][CH:23]=[CH:22][CH:21]=3)=[CH:13][CH:14]=2)[CH2:6][O:5]C(=O)[NH:3]1.CO.O1CCCC1.[OH-].[Na+]. The catalyst is O.